This data is from Reaction yield outcomes from USPTO patents with 853,638 reactions. The task is: Predict the reaction yield, written as a fraction of the theoretical maximum amount of product (1.0 means a 100% yield; for example, 0.34 means a 34% yield). (1) The yield is 0.950. The catalyst is CO. The product is [Cl:1][C:2]1[CH:3]=[CH:4][C:5]([N:8]2[CH:35]=[CH:34][N:10]([C:11]3[CH:12]=[N:13][N:14]([C@@H:16]([C@:18]([C:26]4[CH:31]=[CH:30][C:29]([F:32])=[CH:28][C:27]=4[F:33])([OH:25])[CH2:19][N:20]4[CH:24]=[N:23][CH:22]=[N:21]4)[CH3:17])[CH:15]=3)[C:9]2=[O:42])=[CH:6][CH:7]=1. The reactants are [Cl:1][C:2]1[CH:7]=[CH:6][C:5]([NH:8][C:9](=[O:42])[N:10]([CH2:34][CH:35](OCC)OCC)[C:11]2[CH:12]=[N:13][N:14]([C@@H:16]([C@:18]([C:26]3[CH:31]=[CH:30][C:29]([F:32])=[CH:28][C:27]=3[F:33])([OH:25])[CH2:19][N:20]3[CH:24]=[N:23][CH:22]=[N:21]3)[CH3:17])[CH:15]=2)=[CH:4][CH:3]=1.Cl.C(=O)([O-])O.[Na+]. (2) The reactants are I.[NH2:2][C:3]1[C:4]([C:11]([NH:13][C:14](=[NH:17])SC)=[O:12])=[N:5][C:6]([Cl:10])=[C:7]([NH2:9])[N:8]=1.C(N(CC)CC)C.[C:25]([O:29][C:30](=[O:48])[NH:31][CH2:32][CH2:33][NH:34][C:35](=[O:47])[C:36]1[CH:41]=[CH:40][C:39]([CH2:42][CH2:43][CH2:44][CH2:45][NH2:46])=[CH:38][CH:37]=1)([CH3:28])([CH3:27])[CH3:26]. The catalyst is CO. The product is [C:25]([O:29][C:30](=[O:48])[NH:31][CH2:32][CH2:33][NH:34][C:35](=[O:47])[C:36]1[CH:41]=[CH:40][C:39]([CH2:42][CH2:43][CH2:44][CH2:45][NH:46][C:14]([NH2:17])=[N:13][C:11]([C:4]2[C:3]([NH2:2])=[N:8][C:7]([NH2:9])=[C:6]([Cl:10])[N:5]=2)=[O:12])=[CH:38][CH:37]=1)([CH3:28])([CH3:26])[CH3:27]. The yield is 0.620. (3) The reactants are [C:1]([C:3]1[CH:11]=[C:10]2[C:6]([C:7]([C:35](O)=[O:36])=[C:8]([C:12]([C:15]3[CH:20]=[CH:19][C:18]([CH2:21][CH3:22])=[C:17]([N:23]4[CH2:28][CH2:27][CH:26]([N:29]5[CH2:34][CH2:33][O:32][CH2:31][CH2:30]5)[CH2:25][CH2:24]4)[CH:16]=3)([CH3:14])[CH3:13])[NH:9]2)=[CH:5][CH:4]=1)#[N:2].CO.O. The catalyst is CC(N(C)C)=O.C(OC(=O)C)(=O)C.CCN(C(C)C)C(C)C. The product is [CH2:21]([C:18]1[C:17]([N:23]2[CH2:24][CH2:25][CH:26]([N:29]3[CH2:30][CH2:31][O:32][CH2:33][CH2:34]3)[CH2:27][CH2:28]2)=[CH:16][C:15]2[C:12]([CH3:14])([CH3:13])[C:8]3[NH:9][C:10]4[C:6]([C:7]=3[C:35](=[O:36])[C:20]=2[CH:19]=1)=[CH:5][CH:4]=[C:3]([C:1]#[N:2])[CH:11]=4)[CH3:22]. The yield is 0.850.